From a dataset of Forward reaction prediction with 1.9M reactions from USPTO patents (1976-2016). Predict the product of the given reaction. (1) Given the reactants [Cl:1][C:2]1[CH:18]=[CH:17][C:5]([C:6]([C:8]2[CH:16]=[CH:15][CH:14]=[CH:13][C:9]=2[C:10]([OH:12])=[O:11])=[O:7])=[CH:4][C:3]=1[N+:19]([O-:21])=[O:20].S(=O)(=O)(O)O.[CH3:27]O, predict the reaction product. The product is: [Cl:1][C:2]1[CH:18]=[CH:17][C:5]([C:6]([C:8]2[CH:16]=[CH:15][CH:14]=[CH:13][C:9]=2[C:10]([O:12][CH3:27])=[O:11])=[O:7])=[CH:4][C:3]=1[N+:19]([O-:21])=[O:20]. (2) The product is: [F:18][C:15]([C:13]1[N:12]2[N:19]=[CH:20][C:21]([C:22]([O:24][CH2:25][CH3:26])=[O:23])=[C:11]2[N:10]=[C:9]([C:6]2[CH:7]=[CH:8][C:3]([CH2:1][CH3:2])=[CH:4][CH:5]=2)[CH:14]=1)([F:17])[CH3:28]. Given the reactants [CH2:1]([C:3]1[CH:8]=[CH:7][C:6]([C:9]2[CH:14]=[C:13]([C:15]([F:18])([F:17])F)[N:12]3[N:19]=[CH:20][C:21]([C:22]([O:24][CH2:25][CH3:26])=[O:23])=[C:11]3[N:10]=2)=[CH:5][CH:4]=1)[CH3:2].N[C:28]1C(C(OCC)=O)=CNN=1.C(C1C=CC(C(=O)CC(=O)C(F)(F)C)=CC=1)C, predict the reaction product. (3) Given the reactants [CH2:1]1[C:7]2[CH:8]=[CH:9][C:10]([O:12][C:13]3[CH:21]=[CH:20][C:16]([C:17]([NH2:19])=[O:18])=[CH:15][N:14]=3)=[CH:11][C:6]=2[CH2:5][CH2:4][CH2:3][NH:2]1.C([O-])([O-])=O.[K+].[K+].[CH2:28](Br)[CH2:29][C:30]1[CH:35]=[CH:34][CH:33]=[CH:32][CH:31]=1, predict the reaction product. The product is: [CH2:28]([N:2]1[CH2:3][CH2:4][CH2:5][C:6]2[CH:11]=[C:10]([O:12][C:13]3[CH:21]=[CH:20][C:16]([C:17]([NH2:19])=[O:18])=[CH:15][N:14]=3)[CH:9]=[CH:8][C:7]=2[CH2:1]1)[CH2:29][C:30]1[CH:35]=[CH:34][CH:33]=[CH:32][CH:31]=1. (4) Given the reactants [C:1]([C:3]1[CH:4]=[C:5]([N:9]2[C:14]3[N:15]=[C:16]([NH:19][C:20]4[CH:21]=[C:22]([CH2:26][CH2:27]OS(C)(=O)=O)[CH:23]=[CH:24][CH:25]=4)[N:17]=[CH:18][C:13]=3[CH:12]([CH3:33])[N:11]([C:34]3[CH:39]=[CH:38][C:37]([O:40][CH3:41])=[CH:36][CH:35]=3)[C:10]2=[O:42])[CH:6]=[CH:7][CH:8]=1)#[N:2].[CH3:43][NH:44][CH3:45], predict the reaction product. The product is: [CH3:43][N:44]([CH3:45])[CH2:27][CH2:26][C:22]1[CH:21]=[C:20]([NH:19][C:16]2[N:15]=[C:14]3[N:9]([C:5]4[CH:4]=[C:3]([CH:8]=[CH:7][CH:6]=4)[C:1]#[N:2])[C:10](=[O:42])[N:11]([C:34]4[CH:39]=[CH:38][C:37]([O:40][CH3:41])=[CH:36][CH:35]=4)[CH:12]([CH3:33])[C:13]3=[CH:18][N:17]=2)[CH:25]=[CH:24][CH:23]=1. (5) Given the reactants [CH3:1][S:2][C:3]1[CH:10]=[CH:9][C:6]([C:7]#[N:8])=[CH:5][CH:4]=1.P([S-])(OCC)(OCC)=[S:12].O, predict the reaction product. The product is: [CH3:1][S:2][C:3]1[CH:10]=[CH:9][C:6]([C:7]([NH2:8])=[S:12])=[CH:5][CH:4]=1. (6) Given the reactants C(=O)([O-])[O-].[K+].[K+].[Cl:7][C:8]1[CH:22]=[CH:21][C:11]([O:12][CH2:13][C:14]2[CH:15]=[C:16]([OH:20])[CH:17]=[CH:18][CH:19]=2)=[CH:10][CH:9]=1.[CH2:23]([O:25][C:26]([C:28]1[C:29]2[S:37][CH:36]=[C:35]([CH2:38]Br)[C:30]=2[C:31]([Cl:34])=[N:32][CH:33]=1)=[O:27])[CH3:24], predict the reaction product. The product is: [CH2:23]([O:25][C:26]([C:28]1[C:29]2[S:37][CH:36]=[C:35]([CH2:38][O:20][C:16]3[CH:17]=[CH:18][CH:19]=[C:14]([CH2:13][O:12][C:11]4[CH:10]=[CH:9][C:8]([Cl:7])=[CH:22][CH:21]=4)[CH:15]=3)[C:30]=2[C:31]([Cl:34])=[N:32][CH:33]=1)=[O:27])[CH3:24]. (7) Given the reactants F[C:2]1[CH:7]=[C:6]([F:8])[CH:5]=[CH:4][C:3]=1[N+:9]([O-:11])=[O:10].[C:12]([O:16][C:17](=[O:27])[N:18]([CH:20]1[CH2:25][CH2:24][CH2:23][CH:22]([OH:26])[CH2:21]1)[CH3:19])([CH3:15])([CH3:14])[CH3:13], predict the reaction product. The product is: [C:12]([O:16][C:17](=[O:27])[N:18]([CH:20]1[CH2:25][CH2:24][CH2:23][CH:22]([O:26][C:2]2[CH:7]=[C:6]([F:8])[CH:5]=[CH:4][C:3]=2[N+:9]([O-:11])=[O:10])[CH2:21]1)[CH3:19])([CH3:15])([CH3:13])[CH3:14]. (8) Given the reactants [OH:1][C:2]1[CH:9]=[CH:8][C:5]([CH:6]=O)=[CH:4][CH:3]=1.[CH:10](I)(I)[I:11], predict the reaction product. The product is: [I:11]/[CH:10]=[CH:6]/[C:5]1[CH:8]=[CH:9][C:2]([OH:1])=[CH:3][CH:4]=1. (9) The product is: [Cl:32][C:33]1[C:34]2[C:44]([F:45])=[CH:43][CH:42]=[C:41]([F:46])[C:35]=2[S:36][C:37]=1[C:38]([N:6]([CH2:5][C:4]1[CH:22]=[C:23]([C:26]2[CH:27]=[N:28][CH:29]=[CH:30][CH:31]=2)[CH:24]=[CH:25][C:3]=1[O:2][CH3:1])[CH:7]1[CH2:8][CH2:9][CH:10]([N:13]([CH3:21])[C:14](=[O:20])[O:15][C:16]([CH3:19])([CH3:17])[CH3:18])[CH2:11][CH2:12]1)=[O:39]. Given the reactants [CH3:1][O:2][C:3]1[CH:25]=[CH:24][C:23]([C:26]2[CH:27]=[N:28][CH:29]=[CH:30][CH:31]=2)=[CH:22][C:4]=1[CH2:5][NH:6][CH:7]1[CH2:12][CH2:11][CH:10]([N:13]([CH3:21])[C:14](=[O:20])[O:15][C:16]([CH3:19])([CH3:18])[CH3:17])[CH2:9][CH2:8]1.[Cl:32][C:33]1[C:34]2[C:44]([F:45])=[CH:43][CH:42]=[C:41]([F:46])[C:35]=2[S:36][C:37]=1[C:38](Cl)=[O:39], predict the reaction product. (10) Given the reactants [Br:1][C:2]1[CH:3]=[CH:4][C:5]([C:9]([OH:11])=[O:10])=[N:6][C:7]=1Cl.[OH-].[K+].[F:14][C:15]([F:19])([F:18])[CH2:16][OH:17], predict the reaction product. The product is: [Br:1][C:2]1[CH:3]=[CH:4][C:5]([C:9]([OH:11])=[O:10])=[N:6][C:7]=1[O:17][CH2:16][C:15]([F:19])([F:18])[F:14].